From a dataset of Full USPTO retrosynthesis dataset with 1.9M reactions from patents (1976-2016). Predict the reactants needed to synthesize the given product. Given the product [OH:1][C:2]1[CH:7]=[CH:6][C:5]([CH2:8][CH2:9][C:10]([O:12][CH2:13][CH3:14])=[O:11])=[CH:4][C:3]=1[O:15][CH2:16][CH2:17][CH2:18][O:19][CH3:20], predict the reactants needed to synthesize it. The reactants are: [OH:1][C:2]1[CH:7]=[CH:6][C:5]([CH:8]=[CH:9][C:10]([O:12][CH2:13][CH3:14])=[O:11])=[CH:4][C:3]=1[O:15][CH2:16][CH2:17][CH2:18][O:19][CH3:20].